From a dataset of Forward reaction prediction with 1.9M reactions from USPTO patents (1976-2016). Predict the product of the given reaction. (1) Given the reactants [C:1]([NH:5][C:6]1[N:7]=[C:8]([Cl:17])[CH:9]=[C:10]2[C:15]=1[C:14](=[O:16])[NH:13][CH:12]=[CH:11]2)([CH3:4])([CH3:3])[CH3:2].Br[CH2:19][CH2:20][OH:21].C([O-])([O-])=O.[Cs+].[Cs+].[Na+].[I-], predict the reaction product. The product is: [C:1]([NH:5][C:6]1[N:7]=[C:8]([Cl:17])[CH:9]=[C:10]2[C:15]=1[C:14](=[O:16])[N:13]([CH2:19][CH2:20][OH:21])[CH:12]=[CH:11]2)([CH3:4])([CH3:2])[CH3:3]. (2) Given the reactants [O:1]1[CH2:6][CH:5]=[C:4]([C:7]2[CH:8]=[C:9]3[C:14](=[C:15]([O:17][CH2:18][O:19][CH2:20][CH2:21][Si:22]([CH3:25])([CH3:24])[CH3:23])[CH:16]=2)[N:13]=[CH:12][N:11]([CH2:26][O:27][CH2:28][CH2:29][Si:30]([CH3:33])([CH3:32])[CH3:31])[C:10]3=[O:34])[CH2:3][CH2:2]1, predict the reaction product. The product is: [O:1]1[CH2:6][CH2:5][CH:4]([C:7]2[CH:8]=[C:9]3[C:14](=[C:15]([O:17][CH2:18][O:19][CH2:20][CH2:21][Si:22]([CH3:25])([CH3:24])[CH3:23])[CH:16]=2)[NH:13][CH2:12][N:11]([CH2:26][O:27][CH2:28][CH2:29][Si:30]([CH3:33])([CH3:32])[CH3:31])[C:10]3=[O:34])[CH2:3][CH2:2]1. (3) Given the reactants [Cl:1]C1C=CC2C3CC(CN(C(=O)C(F)(F)F)C3)C=2C=1.Cl.[Cl:21][C:22]1[CH:32]=[CH:31][C:30]2[CH:29]3[CH2:33][CH:25]([CH2:26][NH:27][CH2:28]3)[C:24]=2[CH:23]=1.C([O-])([O-])=O.[Na+].[Na+], predict the reaction product. The product is: [ClH:1].[Cl:21][C:22]1[CH:32]=[CH:31][C:30]2[CH:29]3[CH2:33][CH:25]([CH2:26][NH:27][CH2:28]3)[C:24]=2[CH:23]=1. (4) Given the reactants [Cl:1][C:2]1[C:7]([N+:8]([O-:10])=[O:9])=[CH:6][CH:5]=[CH:4][C:3]=1[N:11](S(CCC)(=O)=O)[S:12]([CH2:15][CH2:16][CH3:17])(=[O:14])=[O:13].[OH-].[Na+], predict the reaction product. The product is: [Cl:1][C:2]1[C:7]([N+:8]([O-:10])=[O:9])=[CH:6][CH:5]=[CH:4][C:3]=1[NH:11][S:12]([CH2:15][CH2:16][CH3:17])(=[O:14])=[O:13].